Predict the product of the given reaction. From a dataset of Forward reaction prediction with 1.9M reactions from USPTO patents (1976-2016). (1) Given the reactants [CH:1]([NH:4][C:5]([C:7]1[N:8]([CH3:34])[C:9]([CH2:22][NH:23][S:24]([C:27]2[C:28]([CH3:33])=[CH:29][CH:30]=[CH:31][CH:32]=2)(=[O:26])=[O:25])=[CH:10][C:11](=[O:21])[C:12]=1[O:13]CC1C=CC=CC=1)=[O:6])([CH3:3])[CH3:2].C1(S(C(N)C2N(C)C(C(O)=O)=C(O)C(=O)C=2)(=O)=O)C=CC=CC=1, predict the reaction product. The product is: [CH:1]([NH:4][C:5]([C:7]1[N:8]([CH3:34])[C:9]([CH2:22][NH:23][S:24]([C:27]2[C:28]([CH3:33])=[CH:29][CH:30]=[CH:31][CH:32]=2)(=[O:25])=[O:26])=[CH:10][C:11](=[O:21])[C:12]=1[OH:13])=[O:6])([CH3:3])[CH3:2]. (2) Given the reactants [CH3:1][N:2]1[CH2:8][C:7]2[CH:9]=[C:10](B3OC(C)(C)C(C)(C)O3)[CH:11]=[CH:12][C:6]=2[O:5][CH2:4][CH2:3]1.I[C:23]1[C:31]2[C:26](=[CH:27][CH:28]=[C:29]([NH:32][C:33](=[O:45])[CH:34]([N:40]3[CH2:44][CH2:43][CH2:42][CH2:41]3)[C:35]3[CH:39]=[CH:38][S:37][CH:36]=3)[CH:30]=2)[NH:25][N:24]=1.[Li+].[Cl-].C([O-])([O-])=O.[Na+].[Na+], predict the reaction product. The product is: [CH3:1][N:2]1[CH2:8][C:7]2[CH:9]=[C:10]([C:23]3[C:31]4[C:26](=[CH:27][CH:28]=[C:29]([NH:32][C:33](=[O:45])[CH:34]([N:40]5[CH2:44][CH2:43][CH2:42][CH2:41]5)[C:35]5[CH:39]=[CH:38][S:37][CH:36]=5)[CH:30]=4)[NH:25][N:24]=3)[CH:11]=[CH:12][C:6]=2[O:5][CH2:4][CH2:3]1. (3) Given the reactants [CH:1]1([C:6]2[CH2:10][CH2:9][C:8](=[O:11])[C:7]=2[C:12]2[CH:17]=[CH:16][CH:15]=[C:14]([CH:18]=[O:19])[CH:13]=2)[CH2:5][CH2:4][CH2:3][CH2:2]1.C(O[BH-](OC(=O)C)OC(=O)C)(=O)C.[Na+].[Cl-].[NH4+], predict the reaction product. The product is: [CH:1]1([C:6]2[CH2:10][CH2:9][C:8](=[O:11])[C:7]=2[C:12]2[CH:17]=[CH:16][CH:15]=[C:14]([CH2:18][OH:19])[CH:13]=2)[CH2:2][CH2:3][CH2:4][CH2:5]1. (4) The product is: [CH3:39][S:40]([O:32][CH2:31][CH2:30][O:29][C:28]1[CH:27]=[C:26]([F:36])[C:25]([CH2:24][S:23][C:14]2[N:15]([C:16]3[CH:21]=[CH:20][C:19]([F:22])=[CH:18][CH:17]=3)[C:11]([C:8]([C:5]3[CH:6]=[CH:7][C:2]([Cl:1])=[C:3]([O:37][CH3:38])[CH:4]=3)([CH3:10])[CH3:9])=[CH:12][N:13]=2)=[C:34]([F:35])[CH:33]=1)(=[O:42])=[O:41]. Given the reactants [Cl:1][C:2]1[CH:7]=[CH:6][C:5]([C:8]([C:11]2[N:15]([C:16]3[CH:21]=[CH:20][C:19]([F:22])=[CH:18][CH:17]=3)[C:14]([S:23][CH2:24][C:25]3[C:34]([F:35])=[CH:33][C:28]([O:29][CH2:30][CH2:31][OH:32])=[CH:27][C:26]=3[F:36])=[N:13][CH:12]=2)([CH3:10])[CH3:9])=[CH:4][C:3]=1[O:37][CH3:38].[CH3:39][S:40](Cl)(=[O:42])=[O:41].C(NC(C)C)(C)C, predict the reaction product. (5) Given the reactants P(Cl)(Cl)(Cl)(Cl)Cl.P(Cl)(Cl)([Cl:9])=O.[N+:12]([C:15]1[CH:16]=[N:17][CH:18]=[CH:19][C:20]=1O)([O-:14])=[O:13], predict the reaction product. The product is: [Cl:9][C:20]1[CH:19]=[CH:18][N:17]=[CH:16][C:15]=1[N+:12]([O-:14])=[O:13]. (6) Given the reactants [CH3:1][O:2][C:3]1[CH:40]=[CH:39][C:6]([C:7]([NH:9][C:10]2[CH:15]=[CH:14][C:13]([O:16][Si](C(C)(C)C)(C)C)=[CH:12][C:11]=2[N:24]2[C:32](=[O:33])[C:31]3[CH:30]=[C:29]4[CH:34]=[CH:35][CH:36]=[CH:37][C:28]4=[CH:27][C:26]=3[C:25]2=[O:38])=[O:8])=[CH:5][CH:4]=1.O1CCOCC1.Cl, predict the reaction product. The product is: [CH3:1][O:2][C:3]1[CH:4]=[CH:5][C:6]([C:7]([NH:9][C:10]2[CH:15]=[CH:14][C:13]([OH:16])=[CH:12][C:11]=2[N:24]2[C:25](=[O:38])[C:26]3[CH:27]=[C:28]4[CH:37]=[CH:36][CH:35]=[CH:34][C:29]4=[CH:30][C:31]=3[C:32]2=[O:33])=[O:8])=[CH:39][CH:40]=1. (7) Given the reactants Br[CH2:2][CH2:3][CH2:4][O:5][Si:6]([CH:13]([CH3:15])[CH3:14])([CH:10]([CH3:12])[CH3:11])[CH:7]([CH3:9])[CH3:8].[CH2:16]([O:18][C:19]([C:21]1[NH:29][C:28]2[CH:27]=[CH:26][N:25]=[CH:24][C:23]=2[C:22]=1[NH:30][C:31]1[CH:36]=[CH:35][C:34]([I:37])=[CH:33][C:32]=1[F:38])=[O:20])[CH3:17].C(=O)([O-])[O-].[Cs+].[Cs+], predict the reaction product. The product is: [CH2:16]([O:18][C:19]([C:21]1[N:29]([CH2:2][CH2:3][CH2:4][O:5][Si:6]([CH:13]([CH3:15])[CH3:14])([CH:10]([CH3:12])[CH3:11])[CH:7]([CH3:9])[CH3:8])[C:28]2[CH:27]=[CH:26][N:25]=[CH:24][C:23]=2[C:22]=1[NH:30][C:31]1[CH:36]=[CH:35][C:34]([I:37])=[CH:33][C:32]=1[F:38])=[O:20])[CH3:17].